This data is from Reaction yield outcomes from USPTO patents with 853,638 reactions. The task is: Predict the reaction yield, written as a fraction of the theoretical maximum amount of product (1.0 means a 100% yield; for example, 0.34 means a 34% yield). (1) The reactants are [NH2:1][CH:2]1[CH2:7][CH2:6][N:5]([C:8]([O:10][C:11]([CH3:14])([CH3:13])[CH3:12])=[O:9])[CH2:4][CH2:3]1.[C:15]([N:18]1[C:27]2[C:22](=[CH:23][C:24](Br)=[CH:25][CH:26]=2)[C@H:21]([NH:29][C:30](=[O:39])[O:31][CH2:32][C:33]2[CH:38]=[CH:37][CH:36]=[CH:35][CH:34]=2)[C@@H:20]([CH3:40])[C@@H:19]1[CH3:41])(=[O:17])[CH3:16].CN(C1C(C2C(P(C3CCCCC3)C3CCCCC3)=CC=CC=2)=CC=CC=1)C.CC(C)([O-])C.[Na+]. The catalyst is O1CCOCC1.C1C=CC(/C=C/C(/C=C/C2C=CC=CC=2)=O)=CC=1.C1C=CC(/C=C/C(/C=C/C2C=CC=CC=2)=O)=CC=1.C1C=CC(/C=C/C(/C=C/C2C=CC=CC=2)=O)=CC=1.[Pd].[Pd]. The product is [C:15]([N:18]1[C:27]2[C:22](=[CH:23][C:24]([NH:1][CH:2]3[CH2:3][CH2:4][N:5]([C:8]([O:10][C:11]([CH3:14])([CH3:13])[CH3:12])=[O:9])[CH2:6][CH2:7]3)=[CH:25][CH:26]=2)[C@H:21]([NH:29][C:30]([O:31][CH2:32][C:33]2[CH:38]=[CH:37][CH:36]=[CH:35][CH:34]=2)=[O:39])[C@@H:20]([CH3:40])[C@@H:19]1[CH3:41])(=[O:17])[CH3:16]. The yield is 0.100. (2) The yield is 0.555. The catalyst is C(#N)C. The product is [C:1]([O:5][C:6]([N:8]1[CH2:13][C:12](=[O:14])[N:11]([C:15]2[CH:16]=[CH:17][C:18]([O:21][CH2:41][CH2:42][CH2:43][OH:44])=[CH:19][CH:20]=2)[C@@H:10]([CH2:22][O:23][C:24]2[CH:33]=[CH:32][C:31]3[C:26](=[CH:27][CH:28]=[CH:29][CH:30]=3)[CH:25]=2)[CH2:9]1)=[O:7])([CH3:4])([CH3:2])[CH3:3]. The reactants are [C:1]([O:5][C:6]([N:8]1[CH2:13][C:12](=[O:14])[N:11]([C:15]2[CH:20]=[CH:19][C:18]([OH:21])=[CH:17][CH:16]=2)[C@@H:10]([CH2:22][O:23][C:24]2[CH:33]=[CH:32][C:31]3[C:26](=[CH:27][CH:28]=[CH:29][CH:30]=3)[CH:25]=2)[CH2:9]1)=[O:7])([CH3:4])([CH3:3])[CH3:2].C(=O)([O-])[O-].[K+].[K+].Br[CH2:41][CH2:42][CH2:43][OH:44].